From a dataset of Serine/threonine kinase 33 screen with 319,792 compounds. Binary Classification. Given a drug SMILES string, predict its activity (active/inactive) in a high-throughput screening assay against a specified biological target. (1) The drug is Clc1cc(n2nc(C(=O)NCC(=O)NCCCN3C(CCCC3)CC)c3c(c2=O)cccc3)ccc1OC. The result is 0 (inactive). (2) The compound is O(c1cc(n2nnc3c2ncn(c3=O)CC=C)ccc1OC)C. The result is 0 (inactive). (3) The drug is Clc1ccc(Cn2c(cc3oc(cc23)C)C(=O)NCCCN2CCOCC2)cc1. The result is 0 (inactive). (4) The drug is O(CCN1C(=O)c2c(C1=O)cccc2)C(=O)c1c(c(nc2c1cccc2)CC)C. The result is 0 (inactive). (5) The molecule is s1c(nnc1NC(=O)c1oc2c(c1C)cccc2)C1CC1. The result is 0 (inactive).